The task is: Predict the product of the given reaction.. This data is from Forward reaction prediction with 1.9M reactions from USPTO patents (1976-2016). (1) Given the reactants Cl[C:2]1[N:10]=[CH:9][N:8]=[C:7]2[C:3]=1[N:4]=[C:5]([C:18]1[CH:23]=[CH:22][CH:21]=[CH:20][C:19]=1[Cl:24])[N:6]2[C:11]1[CH:16]=[CH:15][C:14]([Cl:17])=[CH:13][CH:12]=1.[NH2:25][CH:26]1[CH2:31][CH2:30][N:29]([C:32]([O:34][C:35]([CH3:38])([CH3:37])[CH3:36])=[O:33])[CH2:28][CH2:27]1.C(N(CC)CC)C, predict the reaction product. The product is: [Cl:24][C:19]1[CH:20]=[CH:21][CH:22]=[CH:23][C:18]=1[C:5]1[N:6]([C:11]2[CH:12]=[CH:13][C:14]([Cl:17])=[CH:15][CH:16]=2)[C:7]2[C:3]([N:4]=1)=[C:2]([NH:25][CH:26]1[CH2:27][CH2:28][N:29]([C:32]([O:34][C:35]([CH3:38])([CH3:37])[CH3:36])=[O:33])[CH2:30][CH2:31]1)[N:10]=[CH:9][N:8]=2. (2) Given the reactants [CH3:1][O:2][C:3](=[O:34])[C:4]([C:6]1[C:7]([CH3:33])=[N:8][C:9]2[CH2:10][CH2:11][N:12]([C:23]([O:25][CH2:26][C:27]3[CH:32]=[CH:31][CH:30]=[CH:29][CH:28]=3)=[O:24])[CH2:13][C:14]=2[C:15]=1[C:16]1[CH:21]=[CH:20][C:19]([CH3:22])=[CH:18][CH:17]=1)=[O:5].[B]1OC2C(=CC=CC=2)O1.C([O-])([O-])=O.[Na+].[Na+], predict the reaction product. The product is: [OH:5][CH:4]([C:6]1[C:7]([CH3:33])=[N:8][C:9]2[CH2:10][CH2:11][N:12]([C:23]([O:25][CH2:26][C:27]3[CH:28]=[CH:29][CH:30]=[CH:31][CH:32]=3)=[O:24])[CH2:13][C:14]=2[C:15]=1[C:16]1[CH:21]=[CH:20][C:19]([CH3:22])=[CH:18][CH:17]=1)[C:3]([O:2][CH3:1])=[O:34]. (3) Given the reactants [CH3:1][C@@H:2]1[N:23]2[C:6]3[C:7]([C:19]([C:21]([C:24]([OH:26])=[O:25])=[CH:22]2)=[O:20])=[CH:8][C:9]([F:18])=[C:10]([N:11]2[CH2:16][CH2:15][N:14]([CH3:17])[CH2:13][CH2:12]2)[C:5]=3[O:4][CH2:3]1.S(S([O-])=O)([O-])(=O)=[O:28].[Na+].[Na+], predict the reaction product. The product is: [CH3:1][C@@H:2]1[N:23]2[CH:22]=[C:21]([C:24]([OH:26])=[O:25])[C:19]([C:7]3=[CH:8][C:9]([F:18])=[C:10]([N:11]4[CH2:16][CH2:15][N:14]([CH3:17])[CH2:13][CH2:12]4)[C:5](=[C:6]23)[O:4][CH2:3]1)=[O:20].[CH3:1][C@@H:2]1[N:23]2[CH:22]=[C:21]([C:24]([OH:26])=[O:25])[C:19]([C:7]3=[CH:8][C:9]([F:18])=[C:10]([N:11]4[CH2:16][CH2:15][N:14]([CH3:17])[CH2:13][CH2:12]4)[C:5](=[C:6]23)[O:4][CH2:3]1)=[O:20].[OH2:28].